Dataset: Catalyst prediction with 721,799 reactions and 888 catalyst types from USPTO. Task: Predict which catalyst facilitates the given reaction. (1) Reactant: [F:1][C:2]1[CH:7]=[CH:6][C:5]([N:8]2[CH2:13][CH2:12][CH:11]([C:14]([OH:16])=O)[CH2:10][CH2:9]2)=[CH:4][CH:3]=1.S(Cl)([Cl:19])=O. Product: [F:1][C:2]1[CH:7]=[CH:6][C:5]([N:8]2[CH2:13][CH2:12][CH:11]([C:14]([Cl:19])=[O:16])[CH2:10][CH2:9]2)=[CH:4][CH:3]=1. The catalyst class is: 12. (2) Reactant: [N:1]([CH:4]([C:10]1[N:11]([CH2:15][C:16]2[CH:21]=[CH:20][CH:19]=[CH:18][CH:17]=2)[CH:12]=[CH:13][N:14]=1)[CH:5]([CH2:8][CH3:9])[CH2:6][CH3:7])=[N+]=[N-]. Product: [CH2:15]([N:11]1[CH:12]=[CH:13][N:14]=[C:10]1[CH:4]([NH2:1])[CH:5]([CH2:8][CH3:9])[CH2:6][CH3:7])[C:16]1[CH:17]=[CH:18][CH:19]=[CH:20][CH:21]=1. The catalyst class is: 19. (3) Reactant: CCCC[N+](CCCC)(CCCC)CCCC.[F-:18].O.[Cl:20][C:21]1[CH:22]=[C:23]([C:46]2[CH:51]=[CH:50][C:49]([C:52]([N:54]3[CH2:59][CH2:58][CH:57]([C:60]([F:63])([F:62])[F:61])[CH2:56][CH2:55]3)=[O:53])=[CH:48][CH:47]=2)[CH:24]=[C:25]([Cl:45])[C:26]=1[CH2:27][C@@H:28]1[CH2:32][CH2:31][N:30]([C@H:33]2[CH2:38][CH2:37][C@H:36](OS(C)(=O)=O)[CH2:35][CH2:34]2)[C:29]1=[O:44]. Product: [Cl:20][C:21]1[CH:22]=[C:23]([C:46]2[CH:51]=[CH:50][C:49]([C:52]([N:54]3[CH2:55][CH2:56][CH:57]([C:60]([F:62])([F:61])[F:63])[CH2:58][CH2:59]3)=[O:53])=[CH:48][CH:47]=2)[CH:24]=[C:25]([Cl:45])[C:26]=1[CH2:27][C@@H:28]1[CH2:32][CH2:31][N:30]([C@H:33]2[CH2:38][CH2:37][C@@H:36]([F:18])[CH2:35][CH2:34]2)[C:29]1=[O:44]. The catalyst class is: 10. (4) Reactant: [CH3:1][C:2]1[CH:7]=[CH:6][CH:5]=[CH:4][C:3]=1[OH:8].[H-].[Na+].[C:11]([O:15][C:16]([N:18]1[CH2:23][CH2:22][N:21]([C:24]([C:26]2[C:30]3=[N:31][CH:32]=[CH:33][CH:34]=[C:29]3[N:28]([C:35]3[CH:40]=[CH:39][CH:38]=[CH:37][CH:36]=3)[C:27]=2Cl)=[O:25])[CH2:20][CH2:19]1)=[O:17])([CH3:14])([CH3:13])[CH3:12]. Product: [C:11]([O:15][C:16]([N:18]1[CH2:19][CH2:20][N:21]([C:24]([C:26]2[C:30]3=[N:31][CH:32]=[CH:33][CH:34]=[C:29]3[N:28]([C:35]3[CH:40]=[CH:39][CH:38]=[CH:37][CH:36]=3)[C:27]=2[O:8][C:3]2[CH:4]=[CH:5][CH:6]=[CH:7][C:2]=2[CH3:1])=[O:25])[CH2:22][CH2:23]1)=[O:17])([CH3:14])([CH3:12])[CH3:13]. The catalyst class is: 37. (5) Reactant: [C:1]([O:5][C:6](=[O:27])[NH:7][C:8]1[S:9][C:10]([C:13]2[CH:18]=[CH:17][N:16]=[C:15]([NH:19][C:20]3[CH:21]=[C:22]([CH3:26])[CH:23]=[CH:24][CH:25]=3)[N:14]=2)=[CH:11][CH:12]=1)([CH3:4])([CH3:3])[CH3:2].[H-].[Na+].Cl[CH2:31][C:32](=[O:34])[CH3:33]. Product: [C:1]([O:5][C:6](=[O:27])[N:7]([CH2:31][C:32](=[O:34])[CH3:33])[C:8]1[S:9][C:10]([C:13]2[CH:18]=[CH:17][N:16]=[C:15]([NH:19][C:20]3[CH:21]=[C:22]([CH3:26])[CH:23]=[CH:24][CH:25]=3)[N:14]=2)=[CH:11][CH:12]=1)([CH3:4])([CH3:3])[CH3:2]. The catalyst class is: 3. (6) Reactant: Cl.[Cl:2][C:3]1[CH:8]=[C:7]([Cl:9])[CH:6]=[CH:5][C:4]=1[NH:10][NH2:11].[OH-].[Na+].[C:14](OC(=O)C)(=[O:16])[CH3:15]. Product: [C:14]([NH:11][NH:10][C:4]1[CH:5]=[CH:6][C:7]([Cl:9])=[CH:8][C:3]=1[Cl:2])(=[O:16])[CH3:15]. The catalyst class is: 6. (7) The catalyst class is: 2. Reactant: [CH3:1][N:2]1[CH2:6][CH2:5][CH2:4][C@H:3]1[C:7]1[CH:8]=[C:9]([CH2:13][CH2:14][CH2:15][NH:16][C:17]([C@H:19]2[CH2:24][CH2:23][C@H:22]([NH:25]C(=O)OC(C)(C)C)[CH2:21][CH2:20]2)=[O:18])[CH:10]=[N:11][CH:12]=1.FC(F)(F)C(O)=O. Product: [NH2:25][C@H:22]1[CH2:21][CH2:20][C@H:19]([C:17]([NH:16][CH2:15][CH2:14][CH2:13][C:9]2[CH:10]=[N:11][CH:12]=[C:7]([C@@H:3]3[CH2:4][CH2:5][CH2:6][N:2]3[CH3:1])[CH:8]=2)=[O:18])[CH2:24][CH2:23]1. (8) Reactant: [CH3:1][O:2][C:3]1[CH:4]=[C:5]2[C:10](=[CH:11][C:12]=1[O:13][CH3:14])[N:9]=[CH:8][CH:7]=[C:6]2[O:15][C:16]1[CH:22]=[CH:21][C:19]([NH2:20])=[C:18]([CH3:23])[C:17]=1[CH3:24].C1(C)C=CC=CC=1.C(N(CC)CC)C.ClC(Cl)(O[C:43](=[O:49])[O:44][C:45](Cl)(Cl)Cl)Cl.[CH3:51][O:52][C:53]1[CH:63]=[CH:62][C:56]([O:57][CH2:58][CH2:59]CO)=[CH:55][CH:54]=1. Product: [CH3:1][O:2][C:3]1[CH:4]=[C:5]2[C:10](=[CH:11][C:12]=1[O:13][CH3:14])[N:9]=[CH:8][CH:7]=[C:6]2[O:15][C:16]1[CH:22]=[CH:21][C:19]([NH:20][C:43](=[O:49])[O:44][CH2:45][CH2:59][CH2:58][O:57][C:56]2[CH:62]=[CH:63][C:53]([O:52][CH3:51])=[CH:54][CH:55]=2)=[C:18]([CH3:23])[C:17]=1[CH3:24]. The catalyst class is: 2.